The task is: Predict the reaction yield, written as a fraction of the theoretical maximum amount of product (1.0 means a 100% yield; for example, 0.34 means a 34% yield).. This data is from Reaction yield outcomes from USPTO patents with 853,638 reactions. (1) The reactants are Cl[C:2]1[N:7]=[CH:6][C:5]([C:8]2[CH:13]=[CH:12][N:11]=[C:10]([NH:14][C:15]3[CH:16]=[C:17]([NH:22][C:23](=[O:34])[C:24]4[CH:29]=[CH:28][CH:27]=[C:26]([C:30]([F:33])([F:32])[F:31])[CH:25]=4)[CH:18]=[CH:19][C:20]=3[CH3:21])[N:9]=2)=[CH:4][CH:3]=1.[N:35]1([CH2:41][CH2:42][CH2:43][NH2:44])[CH2:40][CH2:39][O:38][CH2:37][CH2:36]1. The catalyst is O. The product is [CH3:21][C:20]1[CH:19]=[CH:18][C:17]([NH:22][C:23](=[O:34])[C:24]2[CH:29]=[CH:28][CH:27]=[C:26]([C:30]([F:33])([F:31])[F:32])[CH:25]=2)=[CH:16][C:15]=1[NH:14][C:10]1[N:9]=[C:8]([C:5]2[CH:6]=[N:7][C:2]([NH:44][CH2:43][CH2:42][CH2:41][N:35]3[CH2:40][CH2:39][O:38][CH2:37][CH2:36]3)=[CH:3][CH:4]=2)[CH:13]=[CH:12][N:11]=1. The yield is 0.452. (2) The yield is 0.240. The reactants are [F:1][C:2]1[CH:3]=[C:4]([N:21]2[CH2:25][C@H:24]([CH2:26][NH:27][C:28](=[O:30])[CH3:29])[O:23][C:22]2=[O:31])[CH:5]=[CH:6][C:7]=1[N:8]1[CH:12]=[C:11]([CH:13](O)[C:14]2[CH:19]=[CH:18][CH:17]=[CH:16][N:15]=2)[N:10]=[N:9]1.Cl. The product is [F:1][C:2]1[CH:3]=[C:4]([N:21]2[CH2:25][C@H:24]([CH2:26][NH:27][C:28](=[O:30])[CH3:29])[O:23][C:22]2=[O:31])[CH:5]=[CH:6][C:7]=1[N:8]1[CH:12]=[C:11]([CH2:13][C:14]2[CH:19]=[CH:18][CH:17]=[CH:16][N:15]=2)[N:10]=[N:9]1. The catalyst is [Pd].C(O)(=O)C. (3) The reactants are [CH3:1][C:2]([O:4][C@H:5]1[C:14]2[C@@:15]3([CH3:30])[C@@H:26]([CH2:27][O:28][CH3:29])[O:25][C:23](=[O:24])[C:17]4=[CH:18][O:19][C:20]([C:21](=[O:22])[C:13]=2[C@@H:8]2[CH2:9][CH2:10][C@H:11]([OH:12])[C@@:7]2([CH3:31])[CH2:6]1)=[C:16]34)=[O:3].[C:32]([NH:36][CH2:37][CH2:38][OH:39])([CH3:35])([CH3:34])[CH3:33]. The catalyst is C(Cl)Cl. The product is [C:2]([O:4][C@H:5]1[C:14]2[C@:15]3([CH3:30])[C:16](/[C:17](=[CH:18]\[N:36]([C:32]([CH3:35])([CH3:34])[CH3:33])[CH2:37][CH2:38][OH:39])/[C:23](=[O:24])[O:25][C@@H:26]3[CH2:27][O:28][CH3:29])=[C:20]([OH:19])[C:21](=[O:22])[C:13]=2[CH:8]2[C@@:7]([CH3:31])([C@@H:11]([OH:12])[CH2:10][CH2:9]2)[CH2:6]1)(=[O:3])[CH3:1]. The yield is 0.487. (4) The product is [NH2:42][C:37]1[CH:38]=[CH:39][CH:40]=[CH:41][C:36]=1[NH:43][C:24](=[O:25])[C:23]1[CH:27]=[CH:28][C:20]([CH2:19][NH:18][C:16]2[NH:15][N:14]=[C:13]([C:5]3[CH:4]=[C:3]([O:2][CH3:1])[C:8]([O:9][CH3:10])=[C:7]([O:11][CH3:12])[CH:6]=3)[C:17]=2[Cl:34])=[CH:21][CH:22]=1. The yield is 0.200. The catalyst is C1COCC1. The reactants are [CH3:1][O:2][C:3]1[CH:4]=[C:5]([C:13]2[CH:17]=[C:16]([NH:18][CH2:19][C:20]3[CH:28]=[CH:27][C:23]([C:24](O)=[O:25])=[CH:22][CH:21]=3)[NH:15][N:14]=2)[CH:6]=[C:7]([O:11][CH3:12])[C:8]=1[O:9][CH3:10].C(Cl)Cl.O=S(Cl)[Cl:34].[C:36]1([NH2:43])[CH:41]=[CH:40][CH:39]=[CH:38][C:37]=1[NH2:42]. (5) The reactants are [CH2:1]([C:3]1[N:7]([C:8]2[CH:13]=[CH:12][CH:11]=[CH:10][CH:9]=2)[N:6]=[CH:5][C:4]=1[C:14]1[N:15]=[CH:16][N:17]([C:19]2[CH:20]=[C:21]([NH2:26])[CH:22]=[CH:23][C:24]=2[CH3:25])[CH:18]=1)[CH3:2].[Li+].C[Si]([N-][Si](C)(C)C)(C)C.C[O:38][C:39](=O)[C:40]1[CH:45]=[C:44]([C:46]([CH3:49])([CH3:48])[CH3:47])[CH:43]=[CH:42][C:41]=1[O:50][CH3:51].C([O-])(O)=O.[Na+]. The catalyst is C1COCC1. The product is [C:46]([C:44]1[CH:43]=[CH:42][C:41]([O:50][CH3:51])=[C:40]([CH:45]=1)[C:39]([NH:26][C:21]1[CH:22]=[CH:23][C:24]([CH3:25])=[C:19]([N:17]2[CH:18]=[C:14]([C:4]3[CH:5]=[N:6][N:7]([C:8]4[CH:13]=[CH:12][CH:11]=[CH:10][CH:9]=4)[C:3]=3[CH2:1][CH3:2])[N:15]=[CH:16]2)[CH:20]=1)=[O:38])([CH3:49])([CH3:47])[CH3:48]. The yield is 0.500. (6) The reactants are [CH2:1]([N:8]([C:10]([NH:12][C:13]1[CH:14]=[N:15][N:16]([CH2:18][C:19]2[C:20]([CH3:25])=[N:21][O:22][C:23]=2[CH3:24])[CH:17]=1)=[O:11])[NH2:9])[C:2]1[CH:7]=[CH:6][CH:5]=[CH:4][CH:3]=1.Cl[C:27](OCC)=[O:28].C(N(CC)CC)C.[OH-].[Na+]. The catalyst is C(#N)C. The product is [CH2:1]([N:8]1[C:10](=[O:11])[N:12]([C:13]2[CH:14]=[N:15][N:16]([CH2:18][C:19]3[C:20]([CH3:25])=[N:21][O:22][C:23]=3[CH3:24])[CH:17]=2)[C:27](=[O:28])[NH:9]1)[C:2]1[CH:7]=[CH:6][CH:5]=[CH:4][CH:3]=1. The yield is 0.600. (7) The reactants are [C:1]([OH:10])(=[O:9])/[CH:2]=[CH:3]\[CH:4]=[CH:5]\[C:6]([OH:8])=[O:7].II. The catalyst is C1COCC1. The product is [C:1]([OH:10])(=[O:9])/[CH:2]=[CH:3]/[CH:4]=[CH:5]/[C:6]([OH:8])=[O:7]. The yield is 0.860. (8) The reactants are [CH3:1][CH:2]1[CH2:7][N:6]([CH:8]2[CH2:11][O:10][CH2:9]2)[CH:5]([CH3:12])[CH2:4][N:3]1[C:13]1[CH:14]=[CH:15][C:16]([NH:19][C:20]2[C:25](=[O:26])[N:24]([CH3:27])[CH:23]=[C:22]([C:28]3[C:33]([CH:34]=[O:35])=[C:32]([N:36]4[CH2:48][CH2:47][C:46]5[N:45]6[C:40]([CH2:41][CH2:42][CH2:43][CH2:44]6)=[CH:39][C:38]=5[C:37]4=[O:49])[N:31]=[CH:30][CH:29]=3)[CH:21]=2)=[N:17][CH:18]=1.[BH4-].[Na+]. The catalyst is CO. The product is [CH3:1][C@H:2]1[CH2:7][N:6]([CH:8]2[CH2:11][O:10][CH2:9]2)[C@H:5]([CH3:12])[CH2:4][N:3]1[C:13]1[CH:14]=[CH:15][C:16]([NH:19][C:20]2[C:25](=[O:26])[N:24]([CH3:27])[CH:23]=[C:22]([C:28]3[CH:29]=[CH:30][N:31]=[C:32]([N:36]4[CH2:48][CH2:47][C:46]5[N:45]6[C:40]([CH2:41][CH2:42][CH2:43][CH2:44]6)=[CH:39][C:38]=5[C:37]4=[O:49])[C:33]=3[CH2:34][OH:35])[CH:21]=2)=[N:17][CH:18]=1. The yield is 0.400.